Dataset: NCI-60 drug combinations with 297,098 pairs across 59 cell lines. Task: Regression. Given two drug SMILES strings and cell line genomic features, predict the synergy score measuring deviation from expected non-interaction effect. (1) Drug 1: CCC1=CC2CC(C3=C(CN(C2)C1)C4=CC=CC=C4N3)(C5=C(C=C6C(=C5)C78CCN9C7C(C=CC9)(C(C(C8N6C)(C(=O)OC)O)OC(=O)C)CC)OC)C(=O)OC.C(C(C(=O)O)O)(C(=O)O)O. Drug 2: C1=NC2=C(N1)C(=S)N=CN2. Cell line: HS 578T. Synergy scores: CSS=60.4, Synergy_ZIP=-9.04, Synergy_Bliss=-12.0, Synergy_Loewe=-14.4, Synergy_HSA=-9.66. (2) Drug 1: CC1=C(C=C(C=C1)NC2=NC=CC(=N2)N(C)C3=CC4=NN(C(=C4C=C3)C)C)S(=O)(=O)N.Cl. Drug 2: C1C(C(OC1N2C=C(C(=O)NC2=O)F)CO)O. Cell line: K-562. Synergy scores: CSS=34.3, Synergy_ZIP=-2.26, Synergy_Bliss=-2.55, Synergy_Loewe=-7.00, Synergy_HSA=1.09. (3) Drug 1: C1=NC2=C(N=C(N=C2N1C3C(C(C(O3)CO)O)O)F)N. Drug 2: CC1C(C(CC(O1)OC2CC(CC3=C2C(=C4C(=C3O)C(=O)C5=C(C4=O)C(=CC=C5)OC)O)(C(=O)CO)O)N)O.Cl. Cell line: HOP-92. Synergy scores: CSS=15.9, Synergy_ZIP=-9.91, Synergy_Bliss=-1.68, Synergy_Loewe=-12.1, Synergy_HSA=-2.67. (4) Drug 1: CC1=C2C(C(=O)C3(C(CC4C(C3C(C(C2(C)C)(CC1OC(=O)C(C(C5=CC=CC=C5)NC(=O)C6=CC=CC=C6)O)O)OC(=O)C7=CC=CC=C7)(CO4)OC(=O)C)O)C)OC(=O)C. Drug 2: C(=O)(N)NO. Cell line: SF-539. Synergy scores: CSS=50.7, Synergy_ZIP=-1.77, Synergy_Bliss=-3.14, Synergy_Loewe=-9.68, Synergy_HSA=-1.97. (5) Drug 1: C1=CC(=CC=C1CC(C(=O)O)N)N(CCCl)CCCl.Cl. Drug 2: C1C(C(OC1N2C=C(C(=O)NC2=O)F)CO)O. Cell line: OVCAR-8. Synergy scores: CSS=50.7, Synergy_ZIP=-1.92, Synergy_Bliss=-3.13, Synergy_Loewe=-12.3, Synergy_HSA=-0.756. (6) Drug 1: C1CC(=O)NC(=O)C1N2CC3=C(C2=O)C=CC=C3N. Drug 2: CC1C(C(CC(O1)OC2CC(CC3=C2C(=C4C(=C3O)C(=O)C5=C(C4=O)C(=CC=C5)OC)O)(C(=O)C)O)N)O.Cl. Cell line: HOP-92. Synergy scores: CSS=30.2, Synergy_ZIP=-6.08, Synergy_Bliss=0.602, Synergy_Loewe=2.20, Synergy_HSA=2.26. (7) Drug 1: CC1C(C(CC(O1)OC2CC(CC3=C2C(=C4C(=C3O)C(=O)C5=C(C4=O)C(=CC=C5)OC)O)(C(=O)CO)O)N)O.Cl. Drug 2: CCC1(CC2CC(C3=C(CCN(C2)C1)C4=CC=CC=C4N3)(C5=C(C=C6C(=C5)C78CCN9C7C(C=CC9)(C(C(C8N6C)(C(=O)OC)O)OC(=O)C)CC)OC)C(=O)OC)O.OS(=O)(=O)O. Cell line: HCC-2998. Synergy scores: CSS=25.8, Synergy_ZIP=4.22, Synergy_Bliss=6.43, Synergy_Loewe=1.57, Synergy_HSA=2.69. (8) Drug 2: CC1C(C(CC(O1)OC2CC(OC(C2O)C)OC3=CC4=CC5=C(C(=O)C(C(C5)C(C(=O)C(C(C)O)O)OC)OC6CC(C(C(O6)C)O)OC7CC(C(C(O7)C)O)OC8CC(C(C(O8)C)O)(C)O)C(=C4C(=C3C)O)O)O)O. Cell line: SF-295. Synergy scores: CSS=7.12, Synergy_ZIP=15.4, Synergy_Bliss=18.8, Synergy_Loewe=19.2, Synergy_HSA=19.1. Drug 1: CS(=O)(=O)C1=CC(=C(C=C1)C(=O)NC2=CC(=C(C=C2)Cl)C3=CC=CC=N3)Cl.